Task: Predict the product of the given reaction.. Dataset: Forward reaction prediction with 1.9M reactions from USPTO patents (1976-2016) Given the reactants [Cl:1][C:2]1[CH:21]=[CH:20][C:5]([CH2:6][N:7]2[C:15]3[C:14](=[O:16])[NH:13][C:12](=[O:17])[N:11]([CH3:18])[C:10]=3[N:9]=[C:8]2S)=[CH:4][CH:3]=1.[Cl:22][O-].[Na+].[S:25](=[O:29])(=O)(O)[OH:26], predict the reaction product. The product is: [Cl:1][C:2]1[CH:21]=[CH:20][C:5]([CH2:6][N:7]2[C:15]3[C:14](=[O:16])[NH:13][C:12](=[O:17])[N:11]([CH3:18])[C:10]=3[N:9]=[C:8]2[S:25]([Cl:22])(=[O:29])=[O:26])=[CH:4][CH:3]=1.